From a dataset of Forward reaction prediction with 1.9M reactions from USPTO patents (1976-2016). Predict the product of the given reaction. (1) Given the reactants [CH3:1][O:2][C:3]1[CH:4]=[C:5]([CH2:11][CH2:12][C:13]([C:15]2[CH:20]=[CH:19][CH:18]=[C:17]([O:21][CH2:22][CH2:23][N:24]3[CH2:29][CH2:28][O:27][CH2:26][CH2:25]3)[CH:16]=2)=[O:14])[CH:6]=[CH:7][C:8]=1[O:9][CH3:10].B(Cl)([C@@H]1[C@@H](C)[C@H]2C(C)(C)[C@H](C2)C1)[C@@H]1[C@@H](C)[C@H]2C(C)(C)[C@H](C2)C1.CCCCCC.B(Cl)([C@@H]1[C@@H](C)[C@@H]2C(C)(C)[C@@H](C2)C1)[C@@H]1[C@@H](C)[C@@H]2C(C)(C)[C@@H](C2)C1, predict the reaction product. The product is: [CH3:1][O:2][C:3]1[CH:4]=[C:5]([CH2:11][CH2:12][C@H:13]([C:15]2[CH:20]=[CH:19][CH:18]=[C:17]([O:21][CH2:22][CH2:23][N:24]3[CH2:29][CH2:28][O:27][CH2:26][CH2:25]3)[CH:16]=2)[OH:14])[CH:6]=[CH:7][C:8]=1[O:9][CH3:10]. (2) Given the reactants [OH:1][CH2:2][C:3]1[CH:4]=[C:5]([NH:11][C:12]([C:14]2[N:15]=[N:16][N:17]([CH2:20][C:21]3[CH:26]=[CH:25][C:24]([Cl:27])=[C:23]([Cl:28])[CH:22]=3)[C:18]=2[CH3:19])=O)[CH:6]=[C:7]([CH2:9][OH:10])[CH:8]=1, predict the reaction product. The product is: [Cl:28][C:23]1[CH:22]=[C:21]([CH2:20][N:17]2[C:18]([CH3:19])=[C:14]([CH2:12][NH:11][C:5]3[CH:6]=[C:7]([CH2:9][OH:10])[CH:8]=[C:3]([CH2:2][OH:1])[CH:4]=3)[N:15]=[N:16]2)[CH:26]=[CH:25][C:24]=1[Cl:27]. (3) Given the reactants [NH2:1][CH2:2][CH2:3][N:4]([S:28]([CH3:31])(=[O:30])=[O:29])[C:5]1[C:6]([CH:25]2[CH2:27][CH2:26]2)=[CH:7][C:8]2[C:12]([CH:13]=1)=[N:11][N:10]([C:14]1[CH:19]=[CH:18][C:17]([Br:20])=[CH:16][CH:15]=1)[C:9]=2[C:21]([NH:23][CH3:24])=[O:22].[NH:32]1[C:36]([CH2:37][C:38](O)=[O:39])=[N:35][N:34]=[N:33]1.CN(C(ON1N=NC2C=CC=NC1=2)=[N+](C)C)C.F[P-](F)(F)(F)(F)F.CCN(C(C)C)C(C)C, predict the reaction product. The product is: [Br:20][C:17]1[CH:16]=[CH:15][C:14]([N:10]2[C:9]([C:21]([NH:23][CH3:24])=[O:22])=[C:8]3[C:12]([CH:13]=[C:5]([N:4]([S:28]([CH3:31])(=[O:29])=[O:30])[CH2:3][CH2:2][NH:1][C:38](=[O:39])[CH2:37][C:36]4[N:32]=[N:33][NH:34][N:35]=4)[C:6]([CH:25]4[CH2:26][CH2:27]4)=[CH:7]3)=[N:11]2)=[CH:19][CH:18]=1.